Dataset: Forward reaction prediction with 1.9M reactions from USPTO patents (1976-2016). Task: Predict the product of the given reaction. (1) Given the reactants CC[C@@H]1[C@@H]2C[C@H:37]([C@@H:36]([O:35]C3C4C(=CC=CC=4)C([O:35][C@@H:36]([C:47]4[CH:56]=[CH:55][N:54]=[C:53]5[C:48]=4C=C(OC)C=C5)[C@@H:37]4N5C[C@H](CC)[C@@H](CC5)C4)=NN=3)[C:47]3[CH:56]=[CH:55][N:54]=[C:53]4[C:48]=3C=C(OC)C=C4)N(CC2)C1.C(C1C=CN=CC=1)=C.S([O-])([O-])=[O:68].[Na+].[Na+], predict the reaction product. The product is: [N:54]1[CH:53]=[CH:48][C:47]([C@@H:36]([OH:35])[CH2:37][OH:68])=[CH:56][CH:55]=1. (2) Given the reactants [CH2:1]([O:8][C:9]1[CH:10]=[N+:11]([O-])[CH:12]=[C:13]([Br:15])[CH:14]=1)[C:2]1[CH:7]=[CH:6][CH:5]=[CH:4][CH:3]=1.O=P(Cl)(Cl)[Cl:19], predict the reaction product. The product is: [CH2:1]([O:8][C:9]1[C:10]([Cl:19])=[N:11][CH:12]=[C:13]([Br:15])[CH:14]=1)[C:2]1[CH:7]=[CH:6][CH:5]=[CH:4][CH:3]=1. (3) Given the reactants Cl[C:2]1[N:7]=[CH:6][N:5]=[C:4]([O:8][C:9]2[CH:14]=[CH:13][C:12]([NH:15][C:16]([NH:18][C:19]3[CH:24]=[CH:23][CH:22]=[CH:21][CH:20]=3)=[O:17])=[CH:11][CH:10]=2)[CH:3]=1.[F:25][C:26]1[CH:27]=[C:28]([CH:30]=[C:31]([F:33])[CH:32]=1)[NH2:29].C(OCC)(=O)C.O, predict the reaction product. The product is: [F:25][C:26]1[CH:27]=[C:28]([NH:29][C:2]2[N:7]=[CH:6][N:5]=[C:4]([O:8][C:9]3[CH:14]=[CH:13][C:12]([NH:15][C:16]([NH:18][C:19]4[CH:24]=[CH:23][CH:22]=[CH:21][CH:20]=4)=[O:17])=[CH:11][CH:10]=3)[CH:3]=2)[CH:30]=[C:31]([F:33])[CH:32]=1. (4) Given the reactants CCCC.[C:5]1([S:11]([N:14]2[C:22]3[C:17](=[CH:18][C:19]([NH:23][C:24]4[C:33]5[C:28](=[CH:29][CH:30]=[C:31](I)[CH:32]=5)[N:27]=[CH:26][N:25]=4)=[CH:20][CH:21]=3)[CH:16]=[CH:15]2)(=[O:13])=[O:12])[CH:10]=[CH:9][CH:8]=[CH:7][CH:6]=1.[CH:35]([C:37]1[CH:42]=[CH:41][C:40](B(O)O)=[CH:39][CH:38]=1)=[O:36].C([O-])([O-])=O.[Na+].[Na+], predict the reaction product. The product is: [C:5]1([S:11]([N:14]2[C:22]3[C:17](=[CH:18][C:19]([NH:23][C:24]4[C:33]5[C:28](=[CH:29][CH:30]=[C:31]([C:40]6[CH:41]=[CH:42][C:37]([CH:35]=[O:36])=[CH:38][CH:39]=6)[CH:32]=5)[N:27]=[CH:26][N:25]=4)=[CH:20][CH:21]=3)[CH:16]=[CH:15]2)(=[O:13])=[O:12])[CH:10]=[CH:9][CH:8]=[CH:7][CH:6]=1.